Dataset: Catalyst prediction with 721,799 reactions and 888 catalyst types from USPTO. Task: Predict which catalyst facilitates the given reaction. (1) Product: [CH3:1][O:2][C:3]([C:5]1[CH:31]=[CH:30][C:8]2[N:9]=[C:10]([NH:12][CH:13]3[CH2:18][CH2:17][N:16]([CH2:38][C:37]4[CH:36]=[C:35]([O:34][CH2:32][CH3:33])[C:42]([F:43])=[C:41]([O:44][CH2:45][CH3:46])[CH:40]=4)[CH2:15][CH2:14]3)[O:11][C:7]=2[CH:6]=1)=[O:4]. The catalyst class is: 212. Reactant: [CH3:1][O:2][C:3]([C:5]1[CH:31]=[CH:30][C:8]2[N:9]=[C:10]([NH:12][CH:13]3[CH2:18][CH2:17][N:16](CC4C=CC(O)=C(OCC)C=4)[CH2:15][CH2:14]3)[O:11][C:7]=2[CH:6]=1)=[O:4].[CH2:32]([O:34][C:35]1[CH:36]=[C:37]([CH:40]=[C:41]([O:44][CH2:45][CH3:46])[C:42]=1[F:43])[CH:38]=O)[CH3:33].C([BH3-])#N.[Na+].C(N(C(C)C)C(C)C)C. (2) Reactant: [OH:1][C:2]1[CH:11]=[C:10]([NH:12][S:13]([C:16]2[CH:17]=[C:18]([C:22]3[CH:27]=[CH:26][CH:25]=[CH:24][C:23]=3[OH:28])[CH:19]=[CH:20][CH:21]=2)(=[O:15])=[O:14])[CH:9]=[CH:8][C:3]=1[C:4]([O:6]C)=[O:5]. Product: [OH:1][C:2]1[CH:11]=[C:10]([NH:12][S:13]([C:16]2[CH:17]=[C:18]([C:22]3[CH:27]=[CH:26][CH:25]=[CH:24][C:23]=3[OH:28])[CH:19]=[CH:20][CH:21]=2)(=[O:15])=[O:14])[CH:9]=[CH:8][C:3]=1[C:4]([OH:6])=[O:5]. The catalyst class is: 74. (3) Reactant: C1(N=C=O)C=CC=CC=1.[C:10]([C:12]1[CH:17]=[CH:16][C:15]([C:18]([CH3:21])([CH3:20])[CH3:19])=[CH:14][CH:13]=1)#[CH:11].[N+:22]([CH2:25][CH3:26])([O-])=[O:23].C(N(CC)CC)C. Product: [CH3:26][C:25]1[CH:11]=[C:10]([C:12]2[CH:13]=[CH:14][C:15]([C:18]([CH3:21])([CH3:20])[CH3:19])=[CH:16][CH:17]=2)[O:23][N:22]=1. The catalyst class is: 638. (4) Reactant: [OH:1][C:2]1[CH:7]=[C:6]([O:8][CH2:9][O:10][CH3:11])[CH:5]=[CH:4][C:3]=1[C:12](=[O:14])[CH3:13].[CH2:15]([O:22][C:23]1[CH:30]=[CH:29][C:26]([CH:27]=O)=[CH:25][C:24]=1[O:31][CH2:32][O:33][CH3:34])[C:16]1[CH:21]=[CH:20][CH:19]=[CH:18][CH:17]=1.[OH-].[K+].Cl. Product: [CH2:15]([O:22][C:23]1[CH:30]=[CH:29][C:26](/[CH:27]=[CH:13]/[C:12]([C:3]2[CH:4]=[CH:5][C:6]([O:8][CH2:9][O:10][CH3:11])=[CH:7][C:2]=2[OH:1])=[O:14])=[CH:25][C:24]=1[O:31][CH2:32][O:33][CH3:34])[C:16]1[CH:17]=[CH:18][CH:19]=[CH:20][CH:21]=1. The catalyst class is: 863. (5) Reactant: [CH:1]1([CH2:7][N:8]2[C:16]3[C:11](=[CH:12][CH:13]=[CH:14][C:15]=3[O:17][CH3:18])[C:10]([CH:19]=[N:20][OH:21])=[CH:9]2)[CH2:6][CH2:5][CH2:4][CH2:3][CH2:2]1.ClN1C(=O)CCC1=O.[CH2:30]([Br:33])[C:31]#[CH:32].C(N(CC)CC)C. Product: [Br:33][CH2:30][C:31]1[O:21][N:20]=[C:19]([C:10]2[C:11]3[C:16](=[C:15]([O:17][CH3:18])[CH:14]=[CH:13][CH:12]=3)[N:8]([CH2:7][CH:1]3[CH2:2][CH2:3][CH2:4][CH2:5][CH2:6]3)[CH:9]=2)[CH:32]=1. The catalyst class is: 4.